Predict the reaction yield, written as a fraction of the theoretical maximum amount of product (1.0 means a 100% yield; for example, 0.34 means a 34% yield). From a dataset of Reaction yield outcomes from USPTO patents with 853,638 reactions. (1) The reactants are Cl.Cl.N(C1C=CC=C2C=1C=CC=N2)N.CN(/C=C(/C(=O)C1CC1)\C(OC)=O)C.C(O)(=O)CC(CC(O)=O)(C(O)=O)O.C[O:43][C:44]([C:46]1[CH:47]=[N:48][N:49]([C:54]2[CH:63]=[CH:62][CH:61]=[C:60]3[C:55]=2[CH:56]=[CH:57][CH:58]=[N:59]3)[C:50]=1[CH:51]1[CH2:53][CH2:52]1)=[O:45].[OH-].[Na+].Cl. The catalyst is O.C(OCC)(=O)C.C(N(CC)CC)C. The product is [CH:51]1([C:50]2[N:49]([C:54]3[CH:63]=[CH:62][CH:61]=[C:60]4[C:55]=3[CH:56]=[CH:57][CH:58]=[N:59]4)[N:48]=[CH:47][C:46]=2[C:44]([OH:45])=[O:43])[CH2:52][CH2:53]1. The yield is 0.766. (2) The reactants are [Cl:1][C:2]1[CH:7]=[CH:6][C:5]([O:8][CH2:9][CH2:10][N:11]2[CH2:16][CH2:15][O:14][CH2:13][CH2:12]2)=[CH:4][C:3]=1[NH:17][C:18](=[O:27])[CH:19]=[CH:20]C1C=CC=CC=1.[Cl-].[Cl-].[Cl-].[Al+3]. The catalyst is ClC1C=CC=CC=1.O. The product is [Cl:1][C:2]1[CH:7]=[CH:6][C:5]([O:8][CH2:9][CH2:10][N:11]2[CH2:12][CH2:13][O:14][CH2:15][CH2:16]2)=[C:4]2[C:3]=1[NH:17][C:18](=[O:27])[CH:19]=[CH:20]2. The yield is 0.340. (3) The product is [CH3:24][O:25][C:26](=[O:32])[CH:27]([O:23][C:21]1[N:20]=[CH:19][C:16]2[C:17]3[N:11]([CH2:12][CH2:13][O:14][C:15]=2[CH:22]=1)[CH:10]=[C:9]([C:8]1[N:4]([CH:1]([CH3:3])[CH3:2])[N:5]=[CH:6][N:7]=1)[N:18]=3)[CH:28]([CH3:30])[CH3:29]. The reactants are [CH:1]([N:4]1[C:8]([C:9]2[N:18]=[C:17]3[N:11]([CH2:12][CH2:13][O:14][C:15]4[CH:22]=[C:21]([OH:23])[N:20]=[CH:19][C:16]=43)[CH:10]=2)=[N:7][CH:6]=[N:5]1)([CH3:3])[CH3:2].[CH3:24][O:25][C:26](=[O:32])[CH:27](O)[CH:28]([CH3:30])[CH3:29].CO. The yield is 0.580. The catalyst is C(OCC)(=O)C. (4) The reactants are C([O:3][C:4]([C:6]1[CH:36]=[CH:35][C:9]2[N:10]([CH:29]3[CH2:34][CH2:33][CH2:32][CH2:31][CH2:30]3)[C:11]([C:13]3[CH:14]=[C:15]4[C:20](=[CH:21][CH:22]=3)[N:19]=[CH:18][C:17]([C:23]3[CH:28]=[CH:27][CH:26]=[CH:25][CH:24]=3)=[N:16]4)=[N:12][C:8]=2[CH:7]=1)=[O:5])C. The catalyst is C(O)C. The product is [CH:29]1([N:10]2[C:9]3[CH:35]=[CH:36][C:6]([C:4]([OH:5])=[O:3])=[CH:7][C:8]=3[N:12]=[C:11]2[C:13]2[CH:14]=[C:15]3[C:20](=[CH:21][CH:22]=2)[N:19]=[CH:18][C:17]([C:23]2[CH:24]=[CH:25][CH:26]=[CH:27][CH:28]=2)=[N:16]3)[CH2:34][CH2:33][CH2:32][CH2:31][CH2:30]1. The yield is 0.810. (5) The reactants are [CH3:1][Mg]Cl.[Br:4][C:5]1[CH:6]=[CH:7][C:8]([C:11](=[O:13])[CH3:12])=[N:9][CH:10]=1. The catalyst is C1COCC1. The product is [Br:4][C:5]1[CH:6]=[CH:7][C:8]([C:11]([OH:13])([CH3:1])[CH3:12])=[N:9][CH:10]=1. The yield is 1.00. (6) The product is [F:34][CH:2]([F:1])[C:3]1[C:11]2[C:6](=[CH:7][C:8]([F:12])=[CH:9][CH:10]=2)[N:5]([S:13]([C:16]2[CH:21]=[CH:20][C:19]([O:22][CH2:23][C:24]([F:27])([F:26])[F:25])=[C:18]([N:28]3[CH2:33][CH2:32][N:31]([CH3:35])[CH2:30][CH2:29]3)[CH:17]=2)(=[O:14])=[O:15])[CH:4]=1. The yield is 0.940. The catalyst is CO. The reactants are [F:1][CH:2]([F:34])[C:3]1[C:11]2[C:6](=[CH:7][C:8]([F:12])=[CH:9][CH:10]=2)[N:5]([S:13]([C:16]2[CH:21]=[CH:20][C:19]([O:22][CH2:23][C:24]([F:27])([F:26])[F:25])=[C:18]([N:28]3[CH2:33][CH2:32][NH:31][CH2:30][CH2:29]3)[CH:17]=2)(=[O:15])=[O:14])[CH:4]=1.[C:35]([BH3-])#N.[Na+].C=O. (7) The reactants are ClC1C=CC=CC=1C1C(O)=C(C=CC)C=CC=1Cl.[CH2:19]([C:22]1[CH:27]=[CH:26][C:25]([F:28])=[C:24]([C:29]2[CH:34]=[CH:33][CH:32]=[CH:31][C:30]=2[Cl:35])[C:23]=1[OH:36])[CH:20]=[CH2:21]. No catalyst specified. The product is [Cl:35][C:30]1[CH:31]=[CH:32][CH:33]=[CH:34][C:29]=1[C:24]1[C:23]([OH:36])=[C:22]([CH:19]=[CH:20][CH3:21])[CH:27]=[CH:26][C:25]=1[F:28]. The yield is 0.390.